This data is from Forward reaction prediction with 1.9M reactions from USPTO patents (1976-2016). The task is: Predict the product of the given reaction. (1) Given the reactants [I-].[CH:2]1([N:6]2[CH2:11][CH2:10][N:9]([C:12](=[O:25])[CH2:13][N+:14]3[CH:19]=[CH:18][C:17]4[N:20]=[C:21]([S:23][CH3:24])[O:22][C:16]=4[CH:15]=3)[CH2:8][CH2:7]2)[CH2:5][CH2:4][CH2:3]1.[BH4-].[Na+], predict the reaction product. The product is: [CH:2]1([N:6]2[CH2:7][CH2:8][N:9]([C:12](=[O:25])[CH2:13][N:14]3[CH2:19][CH2:18][C:17]4[N:20]=[C:21]([S:23][CH3:24])[O:22][C:16]=4[CH2:15]3)[CH2:10][CH2:11]2)[CH2:5][CH2:4][CH2:3]1. (2) Given the reactants [O:1]1[C:5]2([CH2:10][CH2:9][C:8]([C:11]3[C:19]4[C:14](=[CH:15][CH:16]=[CH:17][CH:18]=4)[NH:13][CH:12]=3)=[CH:7][CH2:6]2)[O:4][CH2:3][CH2:2]1.[C:20](C1C=C2C(=CC=1)NC=C2)#[N:21], predict the reaction product. The product is: [O:4]1[C:5]2([CH2:10][CH2:9][C:8]([C:11]3[C:19]4[C:14](=[CH:15][CH:16]=[C:17]([C:20]#[N:21])[CH:18]=4)[NH:13][CH:12]=3)=[CH:7][CH2:6]2)[O:1][CH2:2][CH2:3]1.